This data is from Forward reaction prediction with 1.9M reactions from USPTO patents (1976-2016). The task is: Predict the product of the given reaction. Given the reactants [OH:1][CH2:2][C@H:3]1[NH:7][C:6](=[O:8])[CH2:5][CH2:4]1.Br[C:10]1[CH:15]=[CH:14][C:13]([C:16]([N:18]2[CH2:23][CH2:22][N:21]([C:24]3[C:29]([CH3:30])=[CH:28][C:27]([CH3:31])=[CH:26][N:25]=3)[CH2:20][CH2:19]2)=[O:17])=[C:12]([CH3:32])[CH:11]=1, predict the reaction product. The product is: [CH3:30][C:29]1[C:24]([N:21]2[CH2:20][CH2:19][N:18]([C:16]([C:13]3[CH:14]=[CH:15][C:10]([N:7]4[C@H:3]([CH2:2][OH:1])[CH2:4][CH2:5][C:6]4=[O:8])=[CH:11][C:12]=3[CH3:32])=[O:17])[CH2:23][CH2:22]2)=[N:25][CH:26]=[C:27]([CH3:31])[CH:28]=1.